This data is from Experimentally validated miRNA-target interactions with 360,000+ pairs, plus equal number of negative samples. The task is: Binary Classification. Given a miRNA mature sequence and a target amino acid sequence, predict their likelihood of interaction. (1) The miRNA is hsa-miR-128-1-5p with sequence CGGGGCCGUAGCACUGUCUGAGA. The protein sequence of the target gene is MSLPESPHSPATLDYALEDPHQGQRSREKSKATEVMADMFDGRLEPIVFPPPRLPEEGVAPQDPADGGHTFHILVDAGRSHGAIKAGQEVTPPPAEGLEAASASLTTDGSLKNGFPGEETHGLGGEKALETCGAGRSESEVIAEGKAEDVKPEECAMFSAPVDEKPGGEEMDVAEENRAIDEVNREAGPGPGPGPLNVGLHLNPLESIQLELDSVNAEADRALLQVERRFGQIHEYYLEQRNDIIRNIPGFWVTAFRHHPQLSAMIRGQDAEMLSYLTNLEVKELRHPRTGCKFKFFFQR.... Result: 0 (no interaction). (2) The miRNA is hsa-miR-23c with sequence AUCACAUUGCCAGUGAUUACCC. The protein sequence of the target gene is MDLKLKDCEFWYSLHGQVPGLLDWDMRNELFLPCTTDQCSLAEQILAKYRVGVMKPPEMPQKRRPSPDGDGPPCEPNLWMWVDPNILCPLGSQEAPKPSGKEDLTNISPFPQPPQKDEGSNCSEDKVVESLPSSSSEQSPLQKQGIHSPSDFELTEEEAEEPDDNSLQSPEMKCYQSQKLWQINNQEKSWQRPPLNCSHLIALALRNNPHCGLSVQEIYNFTRQHFPFFWTAPDGWKSTIHYNLCFLDSFEKVPDSLKDEDNARPRSCLWKLTKEGHRRFWEETRVLAFAQRERIQECMS.... Result: 1 (interaction). (3) The miRNA is hsa-miR-4524b-5p with sequence AUAGCAGCAUAAGCCUGUCUC. The protein sequence of the target gene is MKETIQGTGSWGPEPPGPGTTYSNPRRERLRWPLPPKPRLKSGGGFGPDPGSGTTVPTRRLPAPRPSFDASASEEEEEEEEEDEEEVAAWRLPPRWGQLGASQRSRALRPSHRKTCSQRRRRAMRAFQMLLYSKSTSLTFHWKLWGRHRGRRRNLAHPKNHLSPQEGGATPQVPSPCCRFDSPRGLPPPRLGLLGALMAEDGMRGSPPVPSGPPMEEDGLRWTPKSPLDPDSGLLSCTLPNGFGGLSGPEGERSLAPPDASILISNVCSIGDHVAQELFQSSDLGIAEEADRTGEKAGQH.... Result: 0 (no interaction). (4) The miRNA is hsa-miR-216a-3p with sequence UCACAGUGGUCUCUGGGAUUAU. The protein sequence of the target gene is MANIHQENEEMEQPMQNGEEDRPLGGGEGHQPAGNRRGQARRLAPNFRWAIPNRQINDGMGGDGDDMEIFMEEMREIRRKLRELQLRNCLRILMGELSNHHDHHDEFCLMP. Result: 1 (interaction). (5) The protein sequence of the target gene is MTTLDHVIATHQSEWVSFSEEPLFPTPLEGGTEEHFPGLSSSSERSESSSGENHVVDEGSQDLSHSEQDDSSEKMGLISEAASPPGSPVQPTPDLASAISNWVQFEDDTPWSSTSPPHKETALTLTMPCWTCPSFDSLRRCPLTSESSWTTHSEDTSSPSVAPSYTDLQLINTEEQASGRASGTDSTDNSSSLQEDEEVEMEAISWWAGSPAMNGHPAAPPVTTARFPSWVTFEDNEVGCPSPPVPSPKKPNTPSAATAAPDVPFNSTGSFKRDRPKSTLMNLPKVQKLDISSLNRPPSV.... Result: 0 (no interaction). The miRNA is hsa-miR-4446-5p with sequence AUUUCCCUGCCAUUCCCUUGGC. (6) The miRNA is hsa-miR-4421 with sequence ACCUGUCUGUGGAAAGGAGCUA. The protein sequence of the target gene is MFDTTPHSGRSSPSSSPSLRKRLQLLPPIRPPPASEPEPGTMVEKGSDSSSEKSGVSGTLSTQSLGSRNFIRNSKKMQSWYSMLCPTYKQRNEDFRKLFSKLPEAERLIVDYSCALQREILLQGRLYLSENWICFYSNIFRWETTISIQLKEVTCLKKEKTAKLIPNAIQICTESEKHFFTSFGARDRCFLLIFRLWQNALLEKTLSPRELWHLVHQCYGSELGLTSEDEDYVCPLQLNGLGSPKEVGDVIALSDISPSGAADHSQEPSPVGSRRGRVTPNLSRASSDADHGAEEDKEEQ.... Result: 0 (no interaction). (7) The miRNA is mmu-miR-876-5p with sequence UGGAUUUCUCUGUGAAUCACUA. The protein sequence of the target gene is MSWLLGYMDPTEPSFVAAVITIVFNPLFWNVVARWEQRTRKLSRAFGSPHLACYSLGICILLLNILRSHCFTQAMMSQPKMEGLDNHTTYFLGLAFLGWGFVFVLSSFYALGFTGTFLGDYFGILKESRVTTFPFSVLDNPMYWGSTANYLGWALMHASPTGLLLTVLVAIVYVVALLYEEPFTAEIYRQKATRLHKRS. Result: 0 (no interaction).